This data is from Forward reaction prediction with 1.9M reactions from USPTO patents (1976-2016). The task is: Predict the product of the given reaction. (1) The product is: [Cl:70][C:71]1[N:76]=[C:75]([N:14]2[CH2:13][CH2:12][CH2:11][N:10]3[C:15](=[O:17])[CH:16]=[C:7]([C:1]4[CH:6]=[CH:5][CH:4]=[CH:3][CH:2]=4)[CH:8]=[C:9]23)[C:74]([CH3:78])=[CH:73][N:72]=1. Given the reactants [C:1]1([C:7]2[CH:8]=[C:9]3[NH:14][CH2:13][CH2:12][CH2:11][N:10]3[C:15](=[O:17])[CH:16]=2)[CH:6]=[CH:5][CH:4]=[CH:3][CH:2]=1.CC(C)([O-])C.[Na+].C1C=CC(P(C2C(C3C(P(C4C=CC=CC=4)C4C=CC=CC=4)=CC=C4C=3C=CC=C4)=C3C(C=CC=C3)=CC=2)C2C=CC=CC=2)=CC=1.[Cl:70][C:71]1[N:76]=[C:75](Cl)[C:74]([CH3:78])=[CH:73][N:72]=1, predict the reaction product. (2) The product is: [Cl:1][C:2]1[CH:3]=[C:4]2[C:9](=[CH:10][C:11]=1[C:12]([N:68]1[CH2:69][CH2:70][C:71]3[S:63][CH:64]=[CH:65][C:66]=3[CH2:67]1)=[O:13])[N:8]=[CH:7][N:6]=[C:5]2[NH:15][CH:16]([C:18]1[NH:22][C:21]2[CH:23]=[CH:24][C:25]([Cl:27])=[CH:26][C:20]=2[N:19]=1)[CH3:17]. Given the reactants [Cl:1][C:2]1[CH:3]=[C:4]2[C:9](=[CH:10][C:11]=1[C:12](O)=[O:13])[N:8]=[CH:7][N:6]=[C:5]2[NH:15][CH:16]([C:18]1[NH:22][C:21]2[CH:23]=[CH:24][C:25]([Cl:27])=[CH:26][C:20]=2[N:19]=1)[CH3:17].FC1C(OC(N(C)C)=[N+](C)C)=C(F)C(F)=C(F)C=1F.F[P-](F)(F)(F)(F)F.C(N(C(C)C)CC)(C)C.[S:63]1[C:71]2[CH2:70][CH2:69][NH:68][CH2:67][C:66]=2[CH:65]=[CH:64]1, predict the reaction product. (3) Given the reactants COC1C=C(C=CC=1OC)C[NH:7][C:8]1[N:13]2[N:14]=[C:15]([C:17]3[O:18][CH:19]=[CH:20][CH:21]=3)[N:16]=[C:12]2[CH:11]=[C:10]([CH2:22][O:23][C:24]2[CH:29]=[CH:28][CH:27]=[CH:26][N:25]=2)[N:9]=1.C1(OC)C=CC=CC=1.FC(F)(F)S(O)(=O)=O.[OH-].[Na+], predict the reaction product. The product is: [NH2:7][C:8]1[N:13]2[N:14]=[C:15]([C:17]3[O:18][CH:19]=[CH:20][CH:21]=3)[N:16]=[C:12]2[CH:11]=[C:10]([CH2:22][O:23][C:24]2[CH:29]=[CH:28][CH:27]=[CH:26][N:25]=2)[N:9]=1. (4) Given the reactants C([O:8][CH:9]1[CH2:14][O:13][CH:12]([C:15]([CH3:21])([CH3:20])[C:16]([O:18][CH3:19])=[O:17])[CH2:11][CH2:10]1)C1C=CC=CC=1, predict the reaction product. The product is: [OH:8][CH:9]1[CH2:14][O:13][CH:12]([C:15]([CH3:21])([CH3:20])[C:16]([O:18][CH3:19])=[O:17])[CH2:11][CH2:10]1. (5) Given the reactants [C:1]1([CH3:9])[CH:6]=[CH:5][C:4]([CH:7]=O)=[CH:3][CH:2]=1.[CH2:10]([O:12][C:13](=[O:18])[CH2:14]C(O)=O)[CH3:11].N1CCCCC1, predict the reaction product. The product is: [CH2:10]([O:12][C:13](=[O:18])[CH:14]=[CH:7][C:4]1[CH:5]=[CH:6][C:1]([CH3:9])=[CH:2][CH:3]=1)[CH3:11]. (6) Given the reactants [C:1]([O:5][C:6]([N:8]1[CH2:13][CH2:12][N:11]([C:14]2[O:15][C:16]3[C:22]([C:23]4[CH:28]=[CH:27][CH:26]=[CH:25][N:24]=4)=[CH:21][C:20]([Cl:29])=[CH:19][C:17]=3[N:18]=2)[C@@H:10]([CH3:30])[CH2:9]1)=[O:7])([CH3:4])([CH3:3])[CH3:2].C1C(=O)N([Br:38])C(=O)C1.O, predict the reaction product. The product is: [C:1]([O:5][C:6]([N:8]1[CH2:13][CH2:12][N:11]([C:14]2[O:15][C:16]3[C:22]([C:23]4[CH:28]=[CH:27][CH:26]=[CH:25][N:24]=4)=[C:21]([Br:38])[C:20]([Cl:29])=[CH:19][C:17]=3[N:18]=2)[C@@H:10]([CH3:30])[CH2:9]1)=[O:7])([CH3:4])([CH3:2])[CH3:3]. (7) Given the reactants [F:1][C:2]1[CH:3]=[C:4]([C:9]2(O)[CH2:14][CH2:13][O:12][CH2:11][CH2:10]2)[CH:5]=[C:6]([F:8])[CH:7]=1.CS(Cl)(=O)=O.C1CCN2C(=NCCC2)CC1, predict the reaction product. The product is: [F:1][C:2]1[CH:3]=[C:4]([C:9]2[CH2:14][CH2:13][O:12][CH2:11][CH:10]=2)[CH:5]=[C:6]([F:8])[CH:7]=1.